From a dataset of Reaction yield outcomes from USPTO patents with 853,638 reactions. Predict the reaction yield, written as a fraction of the theoretical maximum amount of product (1.0 means a 100% yield; for example, 0.34 means a 34% yield). The reactants are [CH3:1][C:2]1[O:6][N:5]=[C:4]([C:7]2[CH:12]=[CH:11][CH:10]=[CH:9][CH:8]=2)[C:3]=1[CH2:13][O:14][C:15]1[CH:23]=[CH:22][C:18]([C:19]([OH:21])=O)=[CH:17][N:16]=1.[S:24]1[CH2:28][CH2:27][NH:26][CH2:25]1. No catalyst specified. The product is [CH3:1][C:2]1[O:6][N:5]=[C:4]([C:7]2[CH:8]=[CH:9][CH:10]=[CH:11][CH:12]=2)[C:3]=1[CH2:13][O:14][C:15]1[N:16]=[CH:17][C:18]([C:19]([N:26]2[CH2:27][CH2:28][S:24][CH2:25]2)=[O:21])=[CH:22][CH:23]=1. The yield is 0.280.